Dataset: Merck oncology drug combination screen with 23,052 pairs across 39 cell lines. Task: Regression. Given two drug SMILES strings and cell line genomic features, predict the synergy score measuring deviation from expected non-interaction effect. (1) Drug 1: Cc1nc(Nc2ncc(C(=O)Nc3c(C)cccc3Cl)s2)cc(N2CCN(CCO)CC2)n1. Drug 2: Cn1cc(-c2cnn3c(N)c(Br)c(C4CCCNC4)nc23)cn1. Cell line: MSTO. Synergy scores: synergy=81.7. (2) Drug 1: CCC1=CC2CN(C1)Cc1c([nH]c3ccccc13)C(C(=O)OC)(c1cc3c(cc1OC)N(C)C1C(O)(C(=O)OC)C(OC(C)=O)C4(CC)C=CCN5CCC31C54)C2. Drug 2: Cn1c(=O)n(-c2ccc(C(C)(C)C#N)cc2)c2c3cc(-c4cnc5ccccc5c4)ccc3ncc21. Cell line: KPL1. Synergy scores: synergy=32.0.